This data is from Retrosynthesis with 50K atom-mapped reactions and 10 reaction types from USPTO. The task is: Predict the reactants needed to synthesize the given product. Given the product O=C1CCCN1c1ccc(CBr)cn1, predict the reactants needed to synthesize it. The reactants are: Cc1ccc(N2CCCC2=O)nc1.O=C1CCC(=O)N1Br.